The task is: Binary Classification. Given a miRNA mature sequence and a target amino acid sequence, predict their likelihood of interaction.. This data is from Experimentally validated miRNA-target interactions with 360,000+ pairs, plus equal number of negative samples. (1) The miRNA is hsa-miR-4310 with sequence GCAGCAUUCAUGUCCC. The protein sequence of the target gene is MGSGPIDPKELLKGLDSFLNRDGEVKSVDGISKIFSLMKEARKMVSRCTYLNILLQTRSPEILVKFIDVGGYKLLNNWLTYSKTTNNIPLLQQILLTLQHLPLTVDHLKQNNTAKLVKQLSKSSEDEELRKLASVLVSDWMAVIRSQSSTQPAEKDKKKRKDEGKSRTTLPERPLTEVKAETRAEEAPEKKREKPKSLRTTAPSHAKFRSTGLELETPSLVPVKKNASTVVVSDKYNLKPIPLKRQSNVAAPGDATPPAEKKYKPLNTTPNATKEIKVKIIPPQPMEGLGFLDALNSAPV.... Result: 1 (interaction). (2) The miRNA is mmu-miR-7b-5p with sequence UGGAAGACUUGUGAUUUUGUUGUU. The protein sequence of the target gene is MSSDMAADESEAPVLSEDEVWEFCLDKTEDGGGSPGSDVTDTCEPPCGCWELNPNSLEEEHVLFTADPYLELHNDDTRVVRVKVIAGIGLAKKDILGASDPYVRVTLYDPMSGILTSVQTKTIKKSLNPKWNEEILFRVLPQRHRILFEVFDENRLTRDDFLGQVDVPLYPLPTENPRMERPYTFKDFVLHPRSHKSRVKGYLRLKMTYLPKNGSEDENADQAEELEPGWVVLDQPDAATHLPHPPEPSPLPPGWEERQDVLGRTYYVNHESRRTQWKRPSPDDDLTDEDNDDMQLQAQR.... Result: 1 (interaction). (3) The miRNA is hsa-miR-3605-3p with sequence CCUCCGUGUUACCUGUCCUCUAG. The protein sequence of the target gene is MLNNLLLFSLQISLIGTTLGGNVLIWPMEGSHWLNVKIIIDELIKKEHNVTVLVASGALFITPTSNPSLTFEIYRVPFGKERIEGVIKDFVLTWLENRPSPSTIWRFYQEMAKVIKDFHMVSQEICDGVLKNQQLMAKLKKSKFEVLVSDPVFPCGDIVALKLGIPFMYSLRFSPASTVEKHCGKVPYPPSYVPAVLSELTDQMSFTDRIRNFISYHLQDYMFETLWKSWDSYYSKALGRPTTLCETMGKAEIWLIRTYWDFEFPRPYLPNFEFVGGLHCKPAKPLPKEMEEFIQSSGKN.... Result: 0 (no interaction). (4) The miRNA is hsa-miR-30b-5p with sequence UGUAAACAUCCUACACUCAGCU. The protein sequence of the target gene is MDKNIGEQLNKAYEAFRQACMDRDSAVKELQQKTENYEQRIREQQEQLSLQQTIIDKLKSQLLLVNSTQDNNYGCVPLLEDSETRKNNLTLDQPQDKVISGIAREKLPKVRRQEVSSPRKETSARSLGSPLLHERGNIEKTFWDLKEEFHKICMLAKAQKDHLSKLNIPDTATETQCSVPIQCTDKTDKQEALFKPQAKDDINRGAPSITSVTPRGLCRDEEDTSFESLSKFNVKFPPMDNDSTFLHSTPERPGILSPATSEAVCQEKFNMEFRDNPGNFVKTEETLFEIQGIDPIASAI.... Result: 1 (interaction). (5) The miRNA is hsa-miR-454-3p with sequence UAGUGCAAUAUUGCUUAUAGGGU. The protein sequence of the target gene is MKMADRSGKIIPGQVYIEVEYDYEYEAKDRKIVIKQGERYILVKKTNDDWWQVKPDENSKAFYVPAQYVKEVTRKALMPPVKQVAGLPNNSTKIMQSLHLQRSTENVNKLPELSSFGKPSSSVQGTGLIRDANQNFGPSYNQGQTVNLSLDLTHNNGKFNNDSHSPKVSSQNRTRSFGHFPGPEFLDVEKTSFSQEQSCDSAGEGSERIHQDSESGDELSSSSTEQIRATTPPNQGRPDSPVYANLQELKISQSALPPLPGSPAIQINGEWETHKDSSGRCYYYNRGTQERTWKPPRWTR.... Result: 1 (interaction). (6) The miRNA is hsa-miR-6834-5p with sequence GUGAGGGACUGGGAUUUGUGG. The protein sequence of the target gene is MFRTKRSALVRRLWRSRAPGGEDEEEGVGGGGGGGELRGEGATDGRAYGAGGGGAGRAGCCLGKAVRGAKGHHHPHPPTSGAGAAGGAEADLKALTHSVLKKLKERQLELLLQAVESRGGTRTACLLLPGRLDCRLGPGAPASAQPAQPPSSYSLPLLLCKVFRWPDLRHSSEVKRLCCCESYGKINPELVCCNPHHLSRLCELESPPPPYSRYPMDFLKPTAGCPDAVPSSAETGGTNYLAPGGLSDSQLLLEPGDRSHWCVVAYWEEKTRVGRLYCVQEPSLDIFYDLPQGNGFCLGQ.... Result: 0 (no interaction). (7) The miRNA is hsa-miR-1273h-5p with sequence CUGGGAGGUCAAGGCUGCAGU. The protein sequence of the target gene is MVPSREALLGPGTTAIRCPKKLQNQNYKGHGLSKGKEREQRASIRFKTTLMNTLMDVLRHRPGWVEVKDEGEWDFYWCDVSWLRENFDHTYMDEHVRISHFRNHYELTRKNYMVKNLKRFRKQLEREAGKLEAAKCDFFPKTFEMPCEYHLFVEEFRKNPGITWIMKPVARSQGKGIFLFRRLKDIVDWRKDTRSSDDQKDDIPVENYVAQRYIENPYLIGGRKFDLRVYVLVMSVFAECLLWSGHRRQDVHLTNVAVQKTSPDYHPKKGCKWTLQRFRQYLASKHGPEAVETLFRDIDN.... Result: 1 (interaction).